This data is from Reaction yield outcomes from USPTO patents with 853,638 reactions. The task is: Predict the reaction yield, written as a fraction of the theoretical maximum amount of product (1.0 means a 100% yield; for example, 0.34 means a 34% yield). (1) The reactants are [F:1][C:2]1[CH:3]=[C:4]([OH:11])[C:5]([N+:8]([O-])=O)=[CH:6][CH:7]=1. The yield is 0.440. The product is [NH2:8][C:5]1[CH:6]=[CH:7][C:2]([F:1])=[CH:3][C:4]=1[OH:11]. The catalyst is C(O)(=O)C.[Zn]. (2) The reactants are [NH2:1][C:2]1[CH:10]=[C:9]([CH3:11])[C:8]2[N:7](C(OC(C)(C)C)=O)[C@H:6]3[CH2:19][CH2:20][N:21](C(OC(C)(C)C)=O)[CH2:22][C@H:5]3[C:4]=2[CH:3]=1.Br[C:31]1[C:36]([Cl:37])=[CH:35][CH:34]=[CH:33][C:32]=1[Cl:38]. No catalyst specified. The product is [Cl:37][C:36]1[CH:35]=[CH:34][CH:33]=[C:32]([Cl:38])[C:31]=1[NH:1][C:2]1[CH:10]=[C:9]([CH3:11])[C:8]2[NH:7][C@H:6]3[CH2:19][CH2:20][NH:21][CH2:22][C@H:5]3[C:4]=2[CH:3]=1. The yield is 0.190. (3) The reactants are [C:1]([C:5]1[CH:6]=[C:7]2[C:12](=[C:13]([F:15])[CH:14]=1)[C:11](=[O:16])[N:10]([C:17]1[N:24]=[CH:23][CH:22]=[C:21](Cl)[C:18]=1[CH:19]=[O:20])[N:9]=[CH:8]2)([CH3:4])([CH3:3])[CH3:2].[C:26]([N:31]1[CH2:36][CH2:35][N:34]2[N:37]=[C:38]([NH:40][C:41]3[C:42](=[O:57])[N:43]([CH3:56])[CH:44]=[C:45](B4OC(C)(C)C(C)(C)O4)[CH:46]=3)[CH:39]=[C:33]2[CH2:32]1)(=[O:30])[CH:27]([CH3:29])[CH3:28].[O-]P([O-])([O-])=O.[K+].[K+].[K+].C([O-])(=O)C.[Na+]. The catalyst is O.C1C=CC(P(C2C=CC=CC=2)[C-]2C=CC=C2)=CC=1.C1C=CC(P(C2C=CC=CC=2)[C-]2C=CC=C2)=CC=1.Cl[Pd]Cl.[Fe+2].C(#N)C. The product is [C:1]([C:5]1[CH:6]=[C:7]2[C:12](=[C:13]([F:15])[CH:14]=1)[C:11](=[O:16])[N:10]([C:17]1[N:24]=[CH:23][CH:22]=[C:21]([C:45]3[CH:46]=[C:41]([NH:40][C:38]4[CH:39]=[C:33]5[CH2:32][N:31]([C:26](=[O:30])[CH:27]([CH3:28])[CH3:29])[CH2:36][CH2:35][N:34]5[N:37]=4)[C:42](=[O:57])[N:43]([CH3:56])[CH:44]=3)[C:18]=1[CH:19]=[O:20])[N:9]=[CH:8]2)([CH3:4])([CH3:3])[CH3:2]. The yield is 0.370. (4) The reactants are CN(CCN(C)C)C.C([Li])CCC.[F:14][C:15]1[CH:16]=[N:17][CH:18]=[CH:19][CH:20]=1.CN([CH:24]=[O:25])C. The catalyst is C1COCC1. The product is [F:14][C:15]1[CH:16]=[N:17][CH:18]=[CH:19][C:20]=1[CH:24]=[O:25]. The yield is 0.370. (5) The reactants are [Br:1][C:2]1[CH:7]=[CH:6][C:5]([OH:8])=[C:4]([O:9][CH3:10])[C:3]=1[O:11][CH2:12][O:13][CH3:14].C(=O)([O-])[O-].[K+].[K+].Cl[CH:22]([F:24])[F:23]. The catalyst is CN(C)C=O. The product is [Br:1][C:2]1[CH:7]=[CH:6][C:5]([O:8][CH:22]([F:24])[F:23])=[C:4]([O:9][CH3:10])[C:3]=1[O:11][CH2:12][O:13][CH3:14]. The yield is 0.300.